Dataset: Retrosynthesis with 50K atom-mapped reactions and 10 reaction types from USPTO. Task: Predict the reactants needed to synthesize the given product. (1) Given the product COC(=O)/C=C/c1cccn1-c1ccc(Cl)cc1C(O)c1c(F)ccc(OC)c1OC, predict the reactants needed to synthesize it. The reactants are: COC(=O)/C=C/c1cccn1-c1ccc(Cl)cc1C(=O)c1c(F)ccc(OC)c1OC. (2) Given the product Cc1cc(-c2nn(C)c(C)c2C)ccc1O, predict the reactants needed to synthesize it. The reactants are: COc1ccc(-c2nn(C)c(C)c2C)cc1C. (3) Given the product OCC[C@@H]1OC2(CCCC2)O[C@H]1c1ccccc1, predict the reactants needed to synthesize it. The reactants are: CC(C)(C)C(=O)OCC[C@@H]1OC2(CCCC2)O[C@H]1c1ccccc1. (4) Given the product Cn1cc(C(=O)NCc2ccc(Cl)cc2)c(=O)c2cc(CN3CCC(F)(F)CC3)ccc21, predict the reactants needed to synthesize it. The reactants are: Cn1cc(C(=O)NCc2ccc(Cl)cc2)c(=O)c2cc(CCl)ccc21.FC1(F)CCNCC1. (5) The reactants are: Cc1cc(C)c(Nc2nc(Cl)nc(Nc3ccc(C#N)cc3)n2)c(C)c1.N. Given the product Cc1cc(C)c(Nc2nc(N)nc(Nc3ccc(C#N)cc3)n2)c(C)c1, predict the reactants needed to synthesize it. (6) Given the product O=C(O)/C=C/C(=O)O, predict the reactants needed to synthesize it. The reactants are: CNC(=O)C(C)(C)C.Nc1ccccc1CN1CCOCC1. (7) Given the product O=C(O)CC1CN(C(=O)OCc2ccccc2)CC(=O)N1Cc1ccc(F)cc1, predict the reactants needed to synthesize it. The reactants are: CCOC(=O)CC1CN(C(=O)OCc2ccccc2)CC(=O)N1Cc1ccc(F)cc1.